Task: Predict hERG channel inhibition at various concentrations.. Dataset: hERG Central: cardiac toxicity at 1µM, 10µM, and general inhibition (1) The molecule is N#Cc1ccc(S(=O)(=O)N2CCCN(c3ccc(C(F)(F)F)cn3)CC2)cc1. Results: hERG_inhib (hERG inhibition (general)): blocker. (2) The compound is O=C(/C=C/c1ccc(F)cc1)N1CCCc2ccccc21. Results: hERG_inhib (hERG inhibition (general)): blocker. (3) The drug is O=c1[nH]c(SCc2ccc(Cl)cc2)nc2ccsc12. Results: hERG_inhib (hERG inhibition (general)): blocker. (4) The compound is COc1ccc(N=C2SCC(c3ccc([N+](=O)[O-])cc3)=NN2CCO)cc1. Results: hERG_inhib (hERG inhibition (general)): blocker. (5) The compound is O=C(NCCCc1ccccc1)C1CCC(=O)N(Cc2ccc(Cl)cc2)C1. Results: hERG_inhib (hERG inhibition (general)): blocker. (6) The compound is CC1C(=O)CC(c2ccc([N+](=O)[O-])cc2)NC1c1ccc([N+](=O)[O-])cc1.Cl. Results: hERG_inhib (hERG inhibition (general)): blocker. (7) The drug is Cc1ccc(NC(=O)[C@H](NC(=O)[C@@H]2Cc3ccccc3CN2)c2ccccc2)c(C)c1. Results: hERG_inhib (hERG inhibition (general)): blocker. (8) The drug is CCn1cc(C(=O)O)c(=O)c2cc(F)c(N/N=C/c3ccccc3[N+](=O)[O-])cc21. Results: hERG_inhib (hERG inhibition (general)): blocker. (9) The molecule is COc1ccc(/C=C/CN2CCN(Cc3ccc(F)cc3)C(CCO)C2)cc1. Results: hERG_inhib (hERG inhibition (general)): blocker.